From a dataset of Catalyst prediction with 721,799 reactions and 888 catalyst types from USPTO. Predict which catalyst facilitates the given reaction. (1) Reactant: [CH3:1][O:2][CH2:3][CH2:4][O:5][C:6]1[CH:26]=[CH:25][C:9]([O:10][C:11]2[CH:16]=[C:15]([CH3:17])[C:14]([C:18]3[N:19]=[C:20]([NH2:23])[S:21][CH:22]=3)=[C:13]([CH3:24])[CH:12]=2)=[CH:8][CH:7]=1.[F:27][C:28]1C=C(C=CN=1)C(O)=O.Cl.C(N=C=N[CH2:43][CH2:44][CH2:45][N:46]([CH3:48])C)C.[OH:49][C:50]1C2N=NNC=2C=CC=1. Product: [F:27][C:28]1[CH:48]=[N:46][CH:45]=[CH:44][C:43]=1[C:50]([NH:23][C:20]1[S:21][CH:22]=[C:18]([C:14]2[C:15]([CH3:17])=[CH:16][C:11]([O:10][C:9]3[CH:8]=[CH:7][C:6]([O:5][CH2:4][CH2:3][O:2][CH3:1])=[CH:26][CH:25]=3)=[CH:12][C:13]=2[CH3:24])[N:19]=1)=[O:49]. The catalyst class is: 347. (2) Reactant: [Br:1][C:2]1[CH:10]=[C:9]2[C:5]([CH:6]=[CH:7][NH:8]2)=[CH:4][CH:3]=1.C[Si]([N-][Si](C)(C)C)(C)C.[Na+].Br[CH2:22][C:23]([O:25]CC)=[O:24].[CH2:28]1COC[CH2:29]1. Product: [Br:1][C:2]1[CH:10]=[C:9]2[C:5]([CH:6]=[CH:7][N:8]2[CH2:28][CH2:29][CH2:22][C:23]([OH:25])=[O:24])=[CH:4][CH:3]=1. The catalyst class is: 13. (3) Reactant: [Cl:1][C:2]1[CH:3]=[C:4]([C:9](=O)[CH2:10][CH2:11][CH2:12][N:13]2[CH:17]=[CH:16][N:15]=[CH:14]2)[CH:5]=[CH:6][C:7]=1[Cl:8].Cl.[CH3:20][O:21][NH2:22].N1C=CC=CC=1. Product: [CH3:20][O:21][N:22]=[C:9]([C:4]1[CH:5]=[CH:6][C:7]([Cl:8])=[C:2]([Cl:1])[CH:3]=1)[CH2:10][CH2:11][CH2:12][N:13]1[CH:17]=[CH:16][N:15]=[CH:14]1. The catalyst class is: 6. (4) Reactant: C1(C(C2C=CC=CC=2)(C2C=CC=CC=2)[N:8]2[C:12]3[CH:13]=[CH:14][C:15]([OH:17])=[CH:16][C:11]=3[N:10]=[CH:9]2)C=CC=CC=1.C1(C(C2C=CC=CC=2)(C2C=CC=CC=2)N2C3C=C(O)C=CC=3N=C2)C=CC=CC=1.F[C:60]1[CH:67]=[CH:66][C:63]([CH:64]=[O:65])=[CH:62][C:61]=1[O:68][CH3:69].C(=O)([O-])[O-].[Cs+].[Cs+]. Product: [NH:8]1[C:12]2[CH:13]=[CH:14][C:15]([O:17][C:60]3[CH:67]=[CH:66][C:63]([CH:64]=[O:65])=[CH:62][C:61]=3[O:68][CH3:69])=[CH:16][C:11]=2[N:10]=[CH:9]1. The catalyst class is: 35. (5) Reactant: [CH3:1][C:2]1[O:6][N:5]=[C:4]([C:7]2[CH:12]=[CH:11][C:10]([NH2:13])=[CH:9][CH:8]=2)[N:3]=1.[F:14][C:15]1[C:24]([CH:25]=O)=[CH:23][C:22]([O:27][CH3:28])=[C:21]2[C:16]=1[CH2:17][CH2:18][CH2:19][O:20]2.C[Si]([C:33]#[N:34])(C)C.C(S([O-])(=O)=O)(F)(F)F.C(S([O-])(=O)=O)(F)(F)F.C(S([O-])(=O)=O)(F)(F)F.[Yb+3]. Product: [F:14][C:15]1[C:24]([CH:25]([NH:13][C:10]2[CH:11]=[CH:12][C:7]([C:4]3[N:3]=[C:2]([CH3:1])[O:6][N:5]=3)=[CH:8][CH:9]=2)[C:33]#[N:34])=[CH:23][C:22]([O:27][CH3:28])=[C:21]2[C:16]=1[CH2:17][CH2:18][CH2:19][O:20]2. The catalyst class is: 1. (6) Reactant: [CH3:1][O:2][C:3]1[CH:8]=[CH:7][CH:6]=[CH:5][C:4]=1[N:9]1[CH2:15][C:14]2[CH:16]=[CH:17][C:18]([C:20](OC)=[O:21])=[CH:19][C:13]=2[O:12][CH2:11][C@@H:10]1[CH3:24].[NH2:25][OH:26].[OH-].[Na+]. Product: [OH:26][NH:25][C:20]([C:18]1[CH:17]=[CH:16][C:14]2[CH2:15][N:9]([C:4]3[CH:5]=[CH:6][CH:7]=[CH:8][C:3]=3[O:2][CH3:1])[C@@H:10]([CH3:24])[CH2:11][O:12][C:13]=2[CH:19]=1)=[O:21]. The catalyst class is: 36. (7) Reactant: [CH3:1][C:2]1[CH:7]=[C:6]([CH3:8])[NH:5][C:4](=[O:9])[C:3]=1[CH2:10][NH:11][C:12]([C:14]1[CH:22]=[C:21]([C:23]2[CH:32]=[CH:31][C:26]([C:27]([O:29]C)=[O:28])=[CH:25][CH:24]=2)[CH:20]=[C:19]2[C:15]=1[C:16]([CH3:36])=[CH:17][N:18]2[CH:33]([CH3:35])[CH3:34])=[O:13].[OH-].[Na+]. Product: [CH3:1][C:2]1[CH:7]=[C:6]([CH3:8])[NH:5][C:4](=[O:9])[C:3]=1[CH2:10][NH:11][C:12]([C:14]1[CH:22]=[C:21]([C:23]2[CH:24]=[CH:25][C:26]([C:27]([OH:29])=[O:28])=[CH:31][CH:32]=2)[CH:20]=[C:19]2[C:15]=1[C:16]([CH3:36])=[CH:17][N:18]2[CH:33]([CH3:34])[CH3:35])=[O:13]. The catalyst class is: 92.